Dataset: Forward reaction prediction with 1.9M reactions from USPTO patents (1976-2016). Task: Predict the product of the given reaction. Given the reactants [ClH:1].O=[C:3]1[C:12]2[C:7](=[CH:8][C:9]([O:28][CH3:29])=[C:10]([O:13][C@H:14]3[CH2:19][CH2:18][C@H:17]([N:20]4[CH2:25][CH2:24][N:23]([CH3:26])[C:22](=[O:27])[CH2:21]4)[CH2:16][CH2:15]3)[CH:11]=2)[N:6]=[CH:5][NH:4]1, predict the reaction product. The product is: [ClH:1].[Cl:1][C:3]1[C:12]2[C:7](=[CH:8][C:9]([O:28][CH3:29])=[C:10]([O:13][C@H:14]3[CH2:19][CH2:18][C@H:17]([N:20]4[CH2:25][CH2:24][N:23]([CH3:26])[C:22](=[O:27])[CH2:21]4)[CH2:16][CH2:15]3)[CH:11]=2)[N:6]=[CH:5][N:4]=1.